From a dataset of Catalyst prediction with 721,799 reactions and 888 catalyst types from USPTO. Predict which catalyst facilitates the given reaction. (1) The catalyst class is: 8. Product: [ClH:1].[Cl:1][C:2]1[CH:12]=[CH:11][C:5]([C:6]([OH:8])=[O:7])=[CH:4][C:3]=1[O:13][C:14]1[CH:19]=[CH:18][N:17]=[C:16]([NH:20][C:21]2[S:22][CH:23]=[C:24]([CH3:26])[N:25]=2)[CH:15]=1. Reactant: [Cl:1][C:2]1[CH:12]=[CH:11][C:5]([C:6]([O:8]CC)=[O:7])=[CH:4][C:3]=1[O:13][C:14]1[CH:19]=[CH:18][N:17]=[C:16]([NH:20][C:21]2[S:22][CH:23]=[C:24]([CH3:26])[N:25]=2)[CH:15]=1.[OH-].[Na+]. (2) Reactant: [O:1]=[C:2]1[CH2:7][CH2:6][CH2:5][CH:4]([C:8]([OH:10])=[O:9])[CH2:3]1.[Si](C=[N+]=[N-])(C)(C)[CH3:12].CO. Product: [O:1]=[C:2]1[CH2:7][CH2:6][CH2:5][CH:4]([C:8]([O:10][CH3:12])=[O:9])[CH2:3]1. The catalyst class is: 27. (3) Reactant: Br[C:2]1[CH:11]=[C:10]([C:12]([O:14][CH3:15])=[O:13])[CH:9]=[CH:8][C:3]=1[C:4]([O:6]C)=O.[CH3:16][NH:17][C:18]([NH2:20])=[O:19].C(=O)([O-])[O-].[Cs+].[Cs+].C1(P(C2C=CC=CC=2)C2C3OC4C(=CC=CC=4P(C4C=CC=CC=4)C4C=CC=CC=4)C(C)(C)C=3C=CC=2)C=CC=CC=1. Product: [CH3:16][N:17]1[C:4](=[O:6])[C:3]2[C:2](=[CH:11][C:10]([C:12]([O:14][CH3:15])=[O:13])=[CH:9][CH:8]=2)[NH:20][C:18]1=[O:19]. The catalyst class is: 62. (4) Reactant: [CH2:1]([O:8][C:9]1[CH:10]=[C:11]([CH:17]([C:19]2[CH:24]=[CH:23][C:22]([O:25][CH3:26])=[C:21]([O:27][CH2:28][CH3:29])[CH:20]=2)[OH:18])[CH:12]=[CH:13][C:14]=1[O:15][CH3:16])[C:2]1[CH:7]=[CH:6][CH:5]=[CH:4][CH:3]=1. Product: [CH2:1]([O:8][C:9]1[CH:10]=[C:11]([C:17]([C:19]2[CH:24]=[CH:23][C:22]([O:25][CH3:26])=[C:21]([O:27][CH2:28][CH3:29])[CH:20]=2)=[O:18])[CH:12]=[CH:13][C:14]=1[O:15][CH3:16])[C:2]1[CH:3]=[CH:4][CH:5]=[CH:6][CH:7]=1. The catalyst class is: 177. (5) Reactant: C1C2C(COC([NH:18][C@H:19]([C:23]([N:25]([CH3:62])[C@@H:26]([C@@H:58]([CH3:61])[CH2:59][CH3:60])[C@H:27]([O:56][CH3:57])[CH2:28][C:29]([N:31]3[CH2:35][CH2:34][CH2:33][C@H:32]3[C@H:36]([O:54][CH3:55])[C@@H:37]([CH3:53])[C:38]([NH:40][C@H:41]([C:49]([O:51]C)=[O:50])[CH2:42][C:43]3[CH:48]=[CH:47][CH:46]=[CH:45][CH:44]=3)=[O:39])=[O:30])=[O:24])[CH:20]([CH3:22])[CH3:21])=O)C3C(=CC=CC=3)C=2C=CC=1.[OH-].[Li+].O.Cl. Product: [CH3:55][O:54][C@@H:36]([C@@H:32]1[CH2:33][CH2:34][CH2:35][N:31]1[C:29](=[O:30])[CH2:28][C@@H:27]([O:56][CH3:57])[C@@H:26]([N:25]([CH3:62])[C:23](=[O:24])[C@H:19]([CH:20]([CH3:21])[CH3:22])[NH2:18])[C@@H:58]([CH3:61])[CH2:59][CH3:60])[C@@H:37]([CH3:53])[C:38]([NH:40][C@H:41]([C:49]([OH:51])=[O:50])[CH2:42][C:43]1[CH:44]=[CH:45][CH:46]=[CH:47][CH:48]=1)=[O:39]. The catalyst class is: 1. (6) Reactant: [Cl:1][C:2]1[CH:7]=[CH:6][C:5]([O:8][C:9]2[CH:14]=[CH:13][C:12]([CH2:15][CH2:16][S:17][C:18]3[NH:19][CH:20]=[C:21]([CH2:25][C:26]4[CH:27]=[N:28][CH:29]=[N:30][CH:31]=4)[C:22](=[O:24])[N:23]=3)=[CH:11][CH:10]=2)=[CH:4][C:3]=1[C:32]([F:35])([F:34])[F:33].[CH3:36]CN(C(C)C)C(C)C.CI. Product: [Cl:1][C:2]1[CH:7]=[CH:6][C:5]([O:8][C:9]2[CH:14]=[CH:13][C:12]([CH2:15][CH2:16][S:17][C:18]3[N:19]([CH3:36])[CH:20]=[C:21]([CH2:25][C:26]4[CH:31]=[N:30][CH:29]=[N:28][CH:27]=4)[C:22](=[O:24])[N:23]=3)=[CH:11][CH:10]=2)=[CH:4][C:3]=1[C:32]([F:34])([F:35])[F:33]. The catalyst class is: 2.